From a dataset of Forward reaction prediction with 1.9M reactions from USPTO patents (1976-2016). Predict the product of the given reaction. (1) The product is: [Cl:1][C:2]1[CH:3]=[CH:4][C:5]2[N:6]([C:8]([CH2:11][C:13]3[CH:14]=[C:15]4[C:19](=[CH:20][CH:21]=3)[N:18]([CH3:22])[N:17]=[CH:16]4)=[CH:9][N:10]=2)[N:7]=1. Given the reactants [Cl:1][C:2]1[CH:3]=[CH:4][C:5]2[N:6]([C:8]([CH:11]([C:13]3[CH:14]=[C:15]4[C:19](=[CH:20][CH:21]=3)[N:18]([CH3:22])[N:17]=[CH:16]4)O)=[CH:9][N:10]=2)[N:7]=1.II.O[PH2]=O, predict the reaction product. (2) Given the reactants [CH3:1][O:2][C:3]1[CH:4]=[C:5]2[C:10](=[CH:11][C:12]=1[O:13][CH3:14])[N:9]=[CH:8][CH:7]=[C:6]2[O:15][C:16]1[CH:22]=[CH:21][C:19]([NH2:20])=[C:18]([CH3:23])[C:17]=1[CH3:24].Cl[C:26](Cl)([O:28]C(=O)OC(Cl)(Cl)Cl)Cl.[N:37]1([CH2:43][CH2:44][CH:45]([OH:49])[CH2:46][CH2:47][CH3:48])[CH2:42][CH2:41][CH2:40][CH2:39][CH2:38]1.C(=O)(O)[O-].[Na+], predict the reaction product. The product is: [CH3:1][O:2][C:3]1[CH:4]=[C:5]2[C:10](=[CH:11][C:12]=1[O:13][CH3:14])[N:9]=[CH:8][CH:7]=[C:6]2[O:15][C:16]1[CH:22]=[CH:21][C:19]([NH:20][C:26](=[O:28])[O:49][CH:45]([CH2:44][CH2:43][N:37]2[CH2:42][CH2:41][CH2:40][CH2:39][CH2:38]2)[CH2:46][CH2:47][CH3:48])=[C:18]([CH3:23])[C:17]=1[CH3:24].